Predict the reactants needed to synthesize the given product. From a dataset of Full USPTO retrosynthesis dataset with 1.9M reactions from patents (1976-2016). (1) Given the product [Cl:1][C:2]1[C:7]([C:8]2[C:12]([CH2:13][OH:14])=[C:11]([CH:17]([CH3:18])[CH3:19])[O:10][N:9]=2)=[C:6]([Cl:20])[CH:5]=[CH:4][N:3]=1, predict the reactants needed to synthesize it. The reactants are: [Cl:1][C:2]1[C:7]([C:8]2[C:12]([C:13](OC)=[O:14])=[C:11]([CH:17]([CH3:19])[CH3:18])[O:10][N:9]=2)=[C:6]([Cl:20])[CH:5]=[CH:4][N:3]=1.[H-].C([Al+]C(C)C)(C)C.C1(C)C=CC=CC=1.[C@H](O)(C([O-])=O)[C@@H](O)C([O-])=O.[Na+].[K+]. (2) The reactants are: [Cl:1][C:2]1[CH:3]=[C:4]2[C:8](=[CH:9][C:10]=1[F:11])[NH:7][C:6](=[O:12])[C:5]2([CH2:15][CH2:16][CH2:17][CH2:18]Cl)[CH2:13][CH3:14].[Cl:20][C:21]1[CH:26]=[C:25]([Cl:27])[CH:24]=[CH:23][C:22]=1[N:28]1[CH2:33][CH2:32][NH:31][CH2:30][CH2:29]1. Given the product [ClH:1].[Cl:1][C:2]1[CH:3]=[C:4]2[C:8](=[CH:9][C:10]=1[F:11])[NH:7][C:6](=[O:12])[C:5]2([CH2:15][CH2:16][CH2:17][CH2:18][N:31]1[CH2:30][CH2:29][N:28]([C:22]2[CH:23]=[CH:24][C:25]([Cl:27])=[CH:26][C:21]=2[Cl:20])[CH2:33][CH2:32]1)[CH2:13][CH3:14], predict the reactants needed to synthesize it. (3) Given the product [C:27]([S:29][CH:2]1[CH2:7][CH2:6][N:5]([C:8]([O:10][C:11]([CH3:14])([CH3:13])[CH3:12])=[O:9])[CH2:4][CH2:3]1)(=[O:30])[CH3:28], predict the reactants needed to synthesize it. The reactants are: O[CH:2]1[CH2:7][CH2:6][N:5]([C:8]([O:10][C:11]([CH3:14])([CH3:13])[CH3:12])=[O:9])[CH2:4][CH2:3]1.C(N(CC)CC)C.CS(Cl)(=O)=O.[C:27]([O-:30])(=[S:29])[CH3:28].[K+].